Dataset: Reaction yield outcomes from USPTO patents with 853,638 reactions. Task: Predict the reaction yield, written as a fraction of the theoretical maximum amount of product (1.0 means a 100% yield; for example, 0.34 means a 34% yield). (1) The reactants are C(N(CCCC)C(C1N=C(C2C=CC(C(OC)=O)=CC=2C(N2[C@H](CO)CC3C(=CC=CC=3)C2)=O)N(CCC2C=CC=CC=2)C=1)=O)CCC.[CH2:49]([N:53]([CH2:84][CH2:85][CH2:86][CH3:87])[C:54]([C:56]1[N:57]=[C:58]([C:71]2[CH:79]=[CH:78][C:77]([C:80]([O:82][CH3:83])=[O:81])=[CH:76][C:72]=2[C:73]([OH:75])=O)[N:59]([CH2:61][CH2:62][CH2:63][N:64]2[CH2:69][CH2:68][N:67]([CH3:70])[CH2:66][CH2:65]2)[CH:60]=1)=[O:55])[CH2:50][CH2:51][CH3:52].[Si:88]([O:95][CH2:96][C@@H:97]1[CH2:106][C:105]2[C:100](=[CH:101][CH:102]=[CH:103][CH:104]=2)[CH2:99][NH:98]1)([C:91]([CH3:94])([CH3:93])[CH3:92])([CH3:90])[CH3:89]. No catalyst specified. The product is [Si:88]([O:95][CH2:96][C@@H:97]1[CH2:106][C:105]2[C:100](=[CH:101][CH:102]=[CH:103][CH:104]=2)[CH2:99][N:98]1[C:73]([C:72]1[CH:76]=[C:77]([CH:78]=[CH:79][C:71]=1[C:58]1[N:59]([CH2:61][CH2:62][CH2:63][N:64]2[CH2:69][CH2:68][N:67]([CH3:70])[CH2:66][CH2:65]2)[CH:60]=[C:56]([C:54](=[O:55])[N:53]([CH2:49][CH2:50][CH2:51][CH3:52])[CH2:84][CH2:85][CH2:86][CH3:87])[N:57]=1)[C:80]([O:82][CH3:83])=[O:81])=[O:75])([C:91]([CH3:94])([CH3:93])[CH3:92])([CH3:90])[CH3:89]. The yield is 0.930. (2) The reactants are [CH3:1][O:2][C:3]1[CH:17]=[C:16]([N+:18]([O-])=O)[CH:15]=[CH:14][C:4]=1[O:5][CH2:6][CH2:7][N:8]1[CH2:12][CH2:11][CH:10]([OH:13])[CH2:9]1. The catalyst is CCOC(C)=O.[Pd]. The product is [NH2:18][C:16]1[CH:15]=[CH:14][C:4]([O:5][CH2:6][CH2:7][N:8]2[CH2:12][CH2:11][CH:10]([OH:13])[CH2:9]2)=[C:3]([O:2][CH3:1])[CH:17]=1. The yield is 0.810.